This data is from Full USPTO retrosynthesis dataset with 1.9M reactions from patents (1976-2016). The task is: Predict the reactants needed to synthesize the given product. (1) Given the product [NH3:1].[CH:22]([N:21]([CH:25]([CH3:26])[CH3:27])[CH2:20][CH2:19][C@@H:18]([C:13]1[CH:12]=[C:11]([CH2:10][CH2:9][O:8][C:7]2[CH:6]=[CH:5][C:4]([CH2:3][CH2:2][NH:1][CH2:40][C:39]3[CH:42]=[CH:43][C:44]([OH:45])=[C:37]([F:36])[CH:38]=3)=[CH:35][CH:34]=2)[CH:16]=[CH:15][C:14]=1[OH:17])[C:28]1[CH:29]=[CH:30][CH:31]=[CH:32][CH:33]=1)([CH3:24])[CH3:23], predict the reactants needed to synthesize it. The reactants are: [NH2:1][CH2:2][CH2:3][C:4]1[CH:35]=[CH:34][C:7]([O:8][CH2:9][CH2:10][C:11]2[CH:16]=[CH:15][C:14]([OH:17])=[C:13]([C@@H:18]([C:28]3[CH:33]=[CH:32][CH:31]=[CH:30][CH:29]=3)[CH2:19][CH2:20][N:21]([CH:25]([CH3:27])[CH3:26])[CH:22]([CH3:24])[CH3:23])[CH:12]=2)=[CH:6][CH:5]=1.[F:36][C:37]1[CH:38]=[C:39]([CH:42]=[CH:43][C:44]=1[OH:45])[CH:40]=O.S([O-])([O-])(=O)=O.[Mg+2].[BH4-].[Na+]. (2) Given the product [C:28]([N:1]1[CH2:6][CH2:5][CH:4]([NH:7][C:8]([NH:10][C:11]2[CH:16]=[CH:15][C:14]([C:17]([F:18])([F:19])[F:20])=[CH:13][CH:12]=2)=[O:9])[CH2:3][CH2:2]1)(=[O:30])[CH3:29], predict the reactants needed to synthesize it. The reactants are: [NH:1]1[CH2:6][CH2:5][CH:4]([NH:7][C:8]([NH:10][C:11]2[CH:16]=[CH:15][C:14]([C:17]([F:20])([F:19])[F:18])=[CH:13][CH:12]=2)=[O:9])[CH2:3][CH2:2]1.CCN(CC)CC.[C:28](OC(=O)C)(=[O:30])[CH3:29].